Dataset: Reaction yield outcomes from USPTO patents with 853,638 reactions. Task: Predict the reaction yield, written as a fraction of the theoretical maximum amount of product (1.0 means a 100% yield; for example, 0.34 means a 34% yield). (1) The yield is 0.120. The catalyst is C(O)(=O)C. The product is [Cl:19][CH2:20][C:21]1[N:6]([C:7]2[CH:12]=[CH:11][CH:10]=[CH:9][C:8]=2[Cl:13])[C:4](=[O:5])[C:3]2[C:2](=[CH:17][CH:16]=[C:15]([F:18])[CH:14]=2)[N:1]=1. The reactants are [NH2:1][C:2]1[CH:17]=[CH:16][C:15]([F:18])=[CH:14][C:3]=1[C:4]([NH:6][C:7]1[CH:12]=[CH:11][CH:10]=[CH:9][C:8]=1[Cl:13])=[O:5].[Cl:19][CH2:20][C:21](Cl)=O. (2) The reactants are [N:1]12[CH2:8][CH2:7][C:4]([C:9]([C:17]3[CH:22]=[CH:21][CH:20]=[CH:19][CH:18]=3)([C:11]3[CH:16]=[CH:15][CH:14]=[CH:13][CH:12]=3)[OH:10])([CH2:5][CH2:6]1)[CH2:3][CH2:2]2.[Br:23][CH2:24][CH2:25][O:26][CH2:27][CH2:28][O:29][CH3:30]. The catalyst is CC#N. The product is [Br-:23].[OH:10][C:9]([C:17]1[CH:22]=[CH:21][CH:20]=[CH:19][CH:18]=1)([C:11]1[CH:12]=[CH:13][CH:14]=[CH:15][CH:16]=1)[C:4]12[CH2:5][CH2:6][N+:1]([CH2:24][CH2:25][O:26][CH2:27][CH2:28][O:29][CH3:30])([CH2:2][CH2:3]1)[CH2:8][CH2:7]2. The yield is 0.788. (3) The reactants are [CH:1](O)=O.Cl.[Cl:5][CH2:6][CH2:7][NH:8][CH2:9][CH2:10][Cl:11]. The catalyst is C=O. The product is [ClH:5].[Cl:5][CH2:6][CH2:7][N:8]([CH3:1])[CH2:9][CH2:10][Cl:11]. The yield is 1.00. (4) The reactants are [C:1]([C:5]1[CH:6]=[C:7](B(O)O)[CH:8]=[CH:9][C:10]=1[S:11](=[O:18])(=[O:17])[NH:12][C:13]([CH3:16])([CH3:15])[CH3:14])([CH3:4])([CH3:3])[CH3:2].[CH:22]1([CH2:28][C:29]2[NH:33][N:32]=[C:31]([C:34]([O:36][CH2:37]C)=[O:35])[N:30]=2)[CH2:27][CH2:26][CH2:25][CH2:24][CH2:23]1.N1C=CC=CC=1. The catalyst is C(Cl)Cl.CC([O-])=O.CC([O-])=O.[Cu+2]. The product is [C:1]([C:5]1[CH:6]=[C:7]([N:33]2[C:29]([CH2:28][CH:22]3[CH2:27][CH2:26][CH2:25][CH2:24][CH2:23]3)=[N:30][C:31]([C:34]([O:36][CH3:37])=[O:35])=[N:32]2)[CH:8]=[CH:9][C:10]=1[S:11](=[O:18])(=[O:17])[NH:12][C:13]([CH3:16])([CH3:15])[CH3:14])([CH3:4])([CH3:3])[CH3:2]. The yield is 0.190. (5) The reactants are NC1C=CC(C)=CC=1[C:4](O)=[O:5].[NH2:12][C:13]1[CH:18]=[CH:17][C:16]([CH3:19])=[CH:15][C:14]=1[C:20]([C:22]1[CH:27]=[CH:26][CH:25]=[CH:24][C:23]=1[O:28][CH3:29])=[O:21].[NH2:30][C:31]1[S:32][CH:33]=[CH:34][N:35]=1. No catalyst specified. The product is [NH2:12][C:13]1[CH:18]=[CH:17][C:16]([CH3:19])=[CH:15][C:14]=1[C:20]([C:22]1[CH:27]=[CH:26][CH:25]=[CH:24][C:23]=1[O:28][CH3:29])=[O:21].[CH3:29][O:28][C:23]1[CH:24]=[CH:25][CH:26]=[CH:27][C:22]=1[C:20]([C:14]1[CH:15]=[C:16]([CH3:19])[CH:17]=[CH:18][C:13]=1[NH:12][C:4]([NH:30][C:31]1[S:32][CH:33]=[CH:34][N:35]=1)=[O:5])=[O:21]. The yield is 0.350. (6) The yield is 0.660. The catalyst is C(Cl)Cl. The reactants are [NH2:1][C:2]1[CH:3]=[C:4]([CH:10]=[CH:11][C:12]=1[F:13])[C:5]([O:7][CH2:8][CH3:9])=[O:6].N1C=CC=CC=1.[F:20][C:21]1[CH:26]=[CH:25][CH:24]=[C:23]([F:27])[C:22]=1[S:28](Cl)(=[O:30])=[O:29]. The product is [F:20][C:21]1[CH:26]=[CH:25][CH:24]=[C:23]([F:27])[C:22]=1[S:28]([NH:1][C:2]1[CH:3]=[C:4]([CH:10]=[CH:11][C:12]=1[F:13])[C:5]([O:7][CH2:8][CH3:9])=[O:6])(=[O:30])=[O:29]. (7) The reactants are CO.[Br:3][C:4]1[CH:5]=[N:6][C:7](=[O:10])[NH:8][CH:9]=1.[CH:11]1[C:20]2[C:15](=[CH:16][CH:17]=[CH:18][CH:19]=2)[CH:14]=[CH:13][C:12]=1B(O)O. The catalyst is C(S([O-])(=O)=O)(F)(F)F.C(S([O-])(=O)=O)(F)(F)F.[Cu+2].N1C=CC=CC=1. The product is [Br:3][C:4]1[CH:5]=[N:6][C:7](=[O:10])[N:8]([C:13]2[CH:12]=[CH:11][C:20]3[C:15](=[CH:16][CH:17]=[CH:18][CH:19]=3)[CH:14]=2)[CH:9]=1. The yield is 0.372.